Binary Classification. Given a miRNA mature sequence and a target amino acid sequence, predict their likelihood of interaction. From a dataset of Experimentally validated miRNA-target interactions with 360,000+ pairs, plus equal number of negative samples. The miRNA is rno-miR-34a-3p with sequence AAUCAGCAAGUAUACUGCCCUA. The protein sequence of the target gene is MPPRRSIVEVKVLDVQKRRVPNKHYVYIIRVTWSSGATEAIYRRYSKFFDLQMQMLDKFPMEGGQKDPKQRIIPFLPGKILFRRSHIRDVAVKRLIPIDEYCKALIQLPPYISQCDEVLQFFETRPEDLNPPKEEHIGKKKSGNDPTSVDPMVLEQYVVVADYQKQESSEISLSVGQVVDIIEKNESGWWFVSTAEEQGWVPATCLEGQDGVQDEFSLQPEEEEKYTVIYPYTARDQDEMNLERGAVVEVVQKNLEGWWKIRYQGKEGWAPASYLKKNSGEPLPPKLGPSSPAHSGALDL.... Result: 0 (no interaction).